Dataset: Full USPTO retrosynthesis dataset with 1.9M reactions from patents (1976-2016). Task: Predict the reactants needed to synthesize the given product. (1) Given the product [CH2:1]([O:8][C:9]([N:11]1[CH2:15][CH2:14][C:13]([CH:17]([NH2:19])[CH3:18])([F:16])[CH2:12]1)=[O:10])[C:2]1[CH:7]=[CH:6][CH:5]=[CH:4][CH:3]=1, predict the reactants needed to synthesize it. The reactants are: [CH2:1]([O:8][C:9]([N:11]1[CH2:15][CH2:14][C:13]([CH:17]([N:19]=[N+]=[N-])[CH3:18])([F:16])[CH2:12]1)=[O:10])[C:2]1[CH:7]=[CH:6][CH:5]=[CH:4][CH:3]=1.[H][H]. (2) Given the product [F:1][C:2]1[CH:34]=[C:33]([F:35])[CH:32]=[CH:31][C:3]=1[CH2:4][N:5]([CH2:28][CH2:29][CH3:30])[C:6](=[O:27])[CH2:7][CH2:8][C:9]1[CH:26]=[CH:25][C:12]([O:13][CH2:14][C:15]2[CH:24]=[CH:23][CH:22]=[CH:21][C:16]=2[C:17]([OH:19])=[O:18])=[CH:11][CH:10]=1, predict the reactants needed to synthesize it. The reactants are: [F:1][C:2]1[CH:34]=[C:33]([F:35])[CH:32]=[CH:31][C:3]=1[CH2:4][N:5]([CH2:28][CH2:29][CH3:30])[C:6](=[O:27])[CH2:7][CH2:8][C:9]1[CH:26]=[CH:25][C:12]([O:13][CH2:14][C:15]2[CH:24]=[CH:23][CH:22]=[CH:21][C:16]=2[C:17]([O:19]C)=[O:18])=[CH:11][CH:10]=1.[OH-].[Li+].Cl.